From a dataset of Forward reaction prediction with 1.9M reactions from USPTO patents (1976-2016). Predict the product of the given reaction. (1) Given the reactants [CH:1]([OH:3])=O.C(OC(=O)C)(=O)C.[OH:11][NH:12][CH:13]([CH2:23][S:24]([N:27]1[CH2:32][CH2:31][N:30]([C:33]2[CH:38]=[CH:37][C:36]([C:39]#[C:40][C:41]3[CH:46]=[CH:45][C:44]([C:47]([F:50])([F:49])[F:48])=[CH:43][N:42]=3)=[CH:35][N:34]=2)[CH2:29][CH2:28]1)(=[O:26])=[O:25])[CH2:14][CH2:15][CH2:16][C:17]1[N:22]=[CH:21][CH:20]=[CH:19][N:18]=1, predict the reaction product. The product is: [OH:11][N:12]([CH:13]([CH2:23][S:24]([N:27]1[CH2:28][CH2:29][N:30]([C:33]2[CH:38]=[CH:37][C:36]([C:39]#[C:40][C:41]3[CH:46]=[CH:45][C:44]([C:47]([F:50])([F:49])[F:48])=[CH:43][N:42]=3)=[CH:35][N:34]=2)[CH2:31][CH2:32]1)(=[O:26])=[O:25])[CH2:14][CH2:15][CH2:16][C:17]1[N:18]=[CH:19][CH:20]=[CH:21][N:22]=1)[CH:1]=[O:3]. (2) Given the reactants [OH:1][C:2]1[CH:3]=[CH:4][C:5]2[O:9][C:8](=[O:10])[S:7][C:6]=2[CH:11]=1.[CH2:12]([N:16]=[C:17]=[O:18])[CH2:13][CH2:14][CH3:15].C(N(CC)CC)C, predict the reaction product. The product is: [CH2:12]([NH:16][C:17]([O:1][C:2]1[CH:3]=[CH:4][C:5]2[O:9][C:8](=[O:10])[S:7][C:6]=2[CH:11]=1)=[O:18])[CH2:13][CH2:14][CH3:15].